This data is from Peptide-MHC class I binding affinity with 185,985 pairs from IEDB/IMGT. The task is: Regression. Given a peptide amino acid sequence and an MHC pseudo amino acid sequence, predict their binding affinity value. This is MHC class I binding data. The peptide sequence is RASAGQISV. The MHC is HLA-A02:03 with pseudo-sequence HLA-A02:03. The binding affinity (normalized) is 0.213.